This data is from Reaction yield outcomes from USPTO patents with 853,638 reactions. The task is: Predict the reaction yield, written as a fraction of the theoretical maximum amount of product (1.0 means a 100% yield; for example, 0.34 means a 34% yield). (1) The reactants are [O:1]1[C:5]([C:6]2[CH:11]=[CH:10][C:9]([NH:12][C:13]3[N:14]=[C:15]([N:23]([C:27]4[CH:32]=[CH:31][CH:30]=[CH:29][CH:28]=4)[CH2:24][CH2:25][OH:26])[C:16]4[CH2:22][NH:21][CH2:20][CH2:19][C:17]=4[N:18]=3)=[CH:8][CH:7]=2)=[CH:4][N:3]=[CH:2]1.[CH:33]1([C:36](Cl)=[O:37])[CH2:35][CH2:34]1. The catalyst is CN(C=O)C. The product is [CH:33]1([C:36]([N:21]2[CH2:20][CH2:19][C:17]3[N:18]=[C:13]([NH:12][C:9]4[CH:10]=[CH:11][C:6]([C:5]5[O:1][CH:2]=[N:3][CH:4]=5)=[CH:7][CH:8]=4)[N:14]=[C:15]([N:23]([CH2:24][CH2:25][OH:26])[C:27]4[CH:28]=[CH:29][CH:30]=[CH:31][CH:32]=4)[C:16]=3[CH2:22]2)=[O:37])[CH2:35][CH2:34]1. The yield is 0.0296. (2) The reactants are [C:1]([O:5][C:6](=[O:9])[CH2:7][CH3:8])(=O)[CH2:2][CH3:3].[CH2:10]([N:12](CC)CC)C. The catalyst is CO. The product is [C:1]([NH2:12])(=[O:5])[CH3:2].[C:6]([O:5][CH2:1][CH2:2][CH3:3])(=[O:9])[C:7]([CH3:10])=[CH2:8]. The yield is 0.750.